From a dataset of Forward reaction prediction with 1.9M reactions from USPTO patents (1976-2016). Predict the product of the given reaction. (1) Given the reactants [F:1][C:2]1[CH:7]=[CH:6][C:5]([C:8](=O)[CH:9]([C:16]2[CH:21]=[CH:20][CH:19]=[CH:18][CH:17]=2)[CH2:10][C:11](=O)[CH:12]([CH3:14])[CH3:13])=[CH:4][CH:3]=1.[NH2:23][CH2:24][CH2:25][C@H:26]1[O:31][P:30]([Cl:32])[O:29][C@@H:28]([CH2:33][C:34]([O:36][C:37]([CH3:40])([CH3:39])[CH3:38])=[O:35])[CH2:27]1, predict the reaction product. The product is: [F:1][C:2]1[CH:7]=[CH:6][C:5]([C:8]2[N:23]([CH2:24][CH2:25][C@H:26]3[O:31][P:30]([Cl:32])[O:29][C@@H:28]([CH2:33][C:34]([O:36][C:37]([CH3:40])([CH3:39])[CH3:38])=[O:35])[CH2:27]3)[C:11]([CH:12]([CH3:14])[CH3:13])=[CH:10][C:9]=2[C:16]2[CH:21]=[CH:20][CH:19]=[CH:18][CH:17]=2)=[CH:4][CH:3]=1. (2) Given the reactants [CH:1]1([N:7]2[C:12]([OH:13])=[C:11]([C:14]([NH:16][CH2:17][C:18]([O:20]CC)=[O:19])=[O:15])[C:10](=[O:23])[NH:9][C:8]2=[O:24])[CH2:6][CH2:5][CH2:4][CH2:3][CH2:2]1.C(=O)([O-])[O-].[K+].[K+].[Br:31][C:32]1[CH:39]=[CH:38][CH:37]=[CH:36][C:33]=1[CH2:34]Br.Cl, predict the reaction product. The product is: [Br:31][C:32]1[CH:39]=[CH:38][CH:37]=[CH:36][C:33]=1[CH2:34][N:9]1[C:10](=[O:23])[C:11]([C:14]([NH:16][CH2:17][C:18]([OH:20])=[O:19])=[O:15])=[C:12]([OH:13])[N:7]([CH:1]2[CH2:2][CH2:3][CH2:4][CH2:5][CH2:6]2)[C:8]1=[O:24]. (3) Given the reactants [NH:1]([C:3]1[NH:8][C:7](=[O:9])[N:6]([CH3:10])[C:5](=[O:11])[CH:4]=1)[NH2:2].[C:12]1([CH:22]=O)[C:21]2[C:16](=[CH:17][CH:18]=[CH:19][CH:20]=2)[CH:15]=[CH:14][CH:13]=1, predict the reaction product. The product is: [CH3:10][N:6]1[C:5](=[O:11])[CH:4]=[C:3]([NH:1][N:2]=[CH:22][C:12]2[C:21]3[C:16](=[CH:17][CH:18]=[CH:19][CH:20]=3)[CH:15]=[CH:14][CH:13]=2)[NH:8][C:7]1=[O:9]. (4) Given the reactants O[C:2]([CH3:9])(C)[C:3]([O:5][CH2:6][CH3:7])=O.CS(C1C=C[C:17]([S:20]([CH3:23])(=[O:22])=[O:21])=[CH:16][N:15]=1)(=O)=O.[H-].[Na+], predict the reaction product. The product is: [CH2:6]([O:5][C:3]1[CH:2]=[CH:9][C:17]([S:20]([CH3:23])(=[O:22])=[O:21])=[CH:16][N:15]=1)[CH3:7].